Dataset: Full USPTO retrosynthesis dataset with 1.9M reactions from patents (1976-2016). Task: Predict the reactants needed to synthesize the given product. (1) Given the product [NH2:1][C@@H:4]([CH2:25][C:26]1[CH:31]=[CH:30][C:29]([O:32][CH3:33])=[CH:28][CH:27]=1)[C@H:5]([OH:24])[CH2:6][N:7]([CH2:19][C:20]([F:23])([CH3:21])[CH3:22])[S:8]([C:11]1[CH:12]=[CH:13][C:14]([O:17][CH3:18])=[CH:15][CH:16]=1)(=[O:9])=[O:10], predict the reactants needed to synthesize it. The reactants are: [N:1]([C@@H:4]([CH2:25][C:26]1[CH:31]=[CH:30][C:29]([O:32][CH3:33])=[CH:28][CH:27]=1)[C@H:5]([OH:24])[CH2:6][N:7]([CH2:19][C:20]([F:23])([CH3:22])[CH3:21])[S:8]([C:11]1[CH:16]=[CH:15][C:14]([O:17][CH3:18])=[CH:13][CH:12]=1)(=[O:10])=[O:9])=[N+]=[N-].C1(P(C2C=CC=CC=2)C2C=CC=CC=2)C=CC=CC=1. (2) Given the product [Cl:30][C:28]1[CH:27]=[C:24]([CH:23]=[C:22]([O:20][C:3]2[C:4]3[N:8]=[N:7][N:6]([CH2:9][C:10]4[CH:11]=[CH:12][C:13]([O:16][CH3:17])=[CH:14][CH:15]=4)[C:5]=3[CH:18]=[CH:19][C:2]=2[Cl:1])[CH:29]=1)[C:25]#[N:26], predict the reactants needed to synthesize it. The reactants are: [Cl:1][C:2]1[CH:19]=[CH:18][C:5]2[N:6]([CH2:9][C:10]3[CH:15]=[CH:14][C:13]([O:16][CH3:17])=[CH:12][CH:11]=3)[N:7]=[N:8][C:4]=2[C:3]=1[OH:20].F[C:22]1[CH:23]=[C:24]([CH:27]=[C:28]([Cl:30])[CH:29]=1)[C:25]#[N:26].C(=O)([O-])[O-].[Cs+].[Cs+]. (3) Given the product [CH2:33]([N:11]([C:12]1[C:16]2[CH2:17][N:18]([C:21](=[O:23])[CH3:22])[CH2:19][CH2:20][C:15]=2[N:14]([C@H:24]2[CH2:28][CH2:27][O:26][CH2:25]2)[N:13]=1)[C:10]1[CH:9]=[CH:8][C:7]([C:5]2[CH:4]=[N:3][N:2]([CH3:1])[CH:6]=2)=[CH:30][CH:29]=1)[C:34]1[CH:39]=[CH:38][CH:37]=[CH:36][CH:35]=1, predict the reactants needed to synthesize it. The reactants are: [CH3:1][N:2]1[CH:6]=[C:5]([C:7]2[CH:30]=[CH:29][C:10]([NH:11][C:12]3[C:16]4[CH2:17][N:18]([C:21](=[O:23])[CH3:22])[CH2:19][CH2:20][C:15]=4[N:14]([C@H:24]4[CH2:28][CH2:27][O:26][CH2:25]4)[N:13]=3)=[CH:9][CH:8]=2)[CH:4]=[N:3]1.[H-].[Na+].[CH2:33](Br)[C:34]1[CH:39]=[CH:38][CH:37]=[CH:36][CH:35]=1. (4) Given the product [Cl:25][C:10]1[C:11]([C:19]#[N:20])=[CH:12][C:13]([C:14]([O:16][CH2:17][CH3:18])=[O:15])=[C:8]([CH2:7][Cl:6])[N:9]=1, predict the reactants needed to synthesize it. The reactants are: CN(C=O)C.[Cl:6][CH2:7][C:8]1[NH:9][C:10](=O)[C:11]([C:19]#[N:20])=[CH:12][C:13]=1[C:14]([O:16][CH2:17][CH3:18])=[O:15].C(Cl)(=O)C([Cl:25])=O. (5) Given the product [C:8]1([C:6]2[N:7]=[C:2]([NH:26][C:27]3[CH:28]=[C:29]([CH:33]=[CH:34][CH:35]=3)[C:30]([NH2:32])=[O:31])[C:3]3[NH:16][N:15]=[CH:14][C:4]=3[N:5]=2)[CH:9]=[CH:10][CH:11]=[CH:12][CH:13]=1, predict the reactants needed to synthesize it. The reactants are: Cl[C:2]1[C:3]2[C:4](=[CH:14][N:15](CC3C=CC(OC)=CC=3)[N:16]=2)[N:5]=[C:6]([C:8]2[CH:13]=[CH:12][CH:11]=[CH:10][CH:9]=2)[N:7]=1.[NH2:26][C:27]1[CH:28]=[C:29]([CH:33]=[CH:34][CH:35]=1)[C:30]([NH2:32])=[O:31].Cl.